From a dataset of Reaction yield outcomes from USPTO patents with 853,638 reactions. Predict the reaction yield, written as a fraction of the theoretical maximum amount of product (1.0 means a 100% yield; for example, 0.34 means a 34% yield). (1) The reactants are [CH3:1][N:2]([CH3:10])[C:3]1[CH:8]=[CH:7][C:6]([CH3:9])=[CH:5][CH:4]=1.[F-].[K+].C1O[CH2:29][CH2:28]OCCOCCOCCOCCOC1.[CH2:31]1[CH2:35]OC[CH2:32]1. No catalyst specified. The product is [CH3:1][N:2]([C:10]1[CH:29]=[CH:28][CH:35]=[CH:31][CH:32]=1)[C:3]1[CH:8]=[CH:7][C:6]([CH3:9])=[CH:5][CH:4]=1. The yield is 0.920. (2) The reactants are [Cl:1][C:2]1[CH:3]=[CH:4][C:5]2[N:6]([C:8]([C:19]#[C:20][C:21]3[CH:26]=[CH:25][CH:24]=[C:23]([C:27]([F:30])([F:29])[F:28])[CH:22]=3)=[C:9]([CH2:11][S:12][CH2:13][C:14]([O:16]CC)=[O:15])[N:10]=2)[CH:7]=1.C(O)C.[OH-].[Na+].C(O)(=O)C. The catalyst is O.O1CCCC1. The product is [Cl:1][C:2]1[CH:3]=[CH:4][C:5]2[N:6]([C:8]([C:19]#[C:20][C:21]3[CH:26]=[CH:25][CH:24]=[C:23]([C:27]([F:29])([F:28])[F:30])[CH:22]=3)=[C:9]([CH2:11][S:12][CH2:13][C:14]([OH:16])=[O:15])[N:10]=2)[CH:7]=1. The yield is 0.830. (3) The reactants are [CH3:1][C:2]1[N:3]=[C:4]2[C:9]([NH:10][CH2:11][C:12]3[C:17]([CH3:18])=[CH:16][CH:15]=[CH:14][C:13]=3[CH3:19])=[CH:8][C:7]([C:20]([NH:22][CH2:23][CH2:24][OH:25])=[O:21])=[CH:6][N:5]2[C:26]=1[CH3:27].[CH3:28][S:29]([OH:32])(=[O:31])=[O:30]. The catalyst is C(O)C. The product is [S:29]([OH:32])(=[O:31])(=[O:30])[CH3:28].[CH3:1][C:2]1[N:3]=[C:4]2[C:9]([NH:10][CH2:11][C:12]3[C:17]([CH3:18])=[CH:16][CH:15]=[CH:14][C:13]=3[CH3:19])=[CH:8][C:7]([C:20]([NH:22][CH2:23][CH2:24][OH:25])=[O:21])=[CH:6][N:5]2[C:26]=1[CH3:27]. The yield is 0.990. (4) The reactants are [Cl:1][C:2]1[CH:9]=[CH:8][C:5]([NH:6][CH3:7])=[C:4]([N+:10]([O-])=O)[CH:3]=1.C([O-])=O.[NH4+]. The catalyst is C(O)C.[Zn]. The product is [Cl:1][C:2]1[CH:3]=[C:4]([NH2:10])[C:5]([NH:6][CH3:7])=[CH:8][CH:9]=1. The yield is 0.890. (5) The reactants are C(C1C=CC(C(NC2C=CC(C3C=C4C(CN([C@@H](C(C)C)C(O)=O)C4=O)=CC=3)=NC=2)=O)=CC=1)(C)(C)C.[CH3:37][CH:38]([CH3:74])[C@H:39]([N:44]1[CH2:52][C:51]2[C:46](=[CH:47][C:48]([C:53]3[CH:58]=[CH:57][C:56]([NH:59][C:60](=[O:72])[C:61]4[CH:66]=[CH:65][C:64]([CH2:67][CH2:68][CH2:69][CH2:70][CH3:71])=[CH:63][CH:62]=4)=[CH:55][N:54]=3)=[CH:49][CH:50]=2)[C:45]1=[O:73])[C:40]([O:42]C)=[O:41]. No catalyst specified. The product is [CH3:74][CH:38]([CH3:37])[C@H:39]([N:44]1[CH2:52][C:51]2[C:46](=[CH:47][C:48]([C:53]3[CH:58]=[CH:57][C:56]([NH:59][C:60](=[O:72])[C:61]4[CH:62]=[CH:63][C:64]([CH2:67][CH2:68][CH2:69][CH2:70][CH3:71])=[CH:65][CH:66]=4)=[CH:55][N:54]=3)=[CH:49][CH:50]=2)[C:45]1=[O:73])[C:40]([OH:42])=[O:41]. The yield is 0.880.